Dataset: Forward reaction prediction with 1.9M reactions from USPTO patents (1976-2016). Task: Predict the product of the given reaction. Given the reactants [NH2:1][C:2]1[C:3]([C:16]([O:18][CH2:19][CH3:20])=[O:17])=[N:4][CH:5]=[C:6]([CH2:8][C:9]2[CH:14]=[CH:13][C:12]([F:15])=[CH:11][CH:10]=2)[CH:7]=1.[CH3:21][S:22][CH2:23][CH2:24][CH:25]=O.C(O)(=O)C.C(O[BH-](OC(=O)C)OC(=O)C)(=O)C.[Na+], predict the reaction product. The product is: [F:15][C:12]1[CH:11]=[CH:10][C:9]([CH2:8][C:6]2[CH:7]=[C:2]([NH:1][CH2:25][CH2:24][CH2:23][S:22][CH3:21])[C:3]([C:16]([O:18][CH2:19][CH3:20])=[O:17])=[N:4][CH:5]=2)=[CH:14][CH:13]=1.